This data is from Forward reaction prediction with 1.9M reactions from USPTO patents (1976-2016). The task is: Predict the product of the given reaction. (1) Given the reactants [Cl:1][C:2]1[CH:7]=[CH:6][C:5]([C:8]2[CH:9]=[N:10][CH:11]=[C:12]3[C:17]=2[N:16]=[C:15]([C:18]([OH:20])=O)[CH:14]=[CH:13]3)=[CH:4][CH:3]=1.C(N(CC)C(C)C)(C)C.F[P-](F)(F)(F)(F)F.N1(OC(N(C)C)=[N+](C)C)C2N=CC=CC=2N=N1.[NH:54]1[CH2:59][CH2:58][S:57](=[O:61])(=[O:60])[CH2:56][CH2:55]1, predict the reaction product. The product is: [Cl:1][C:2]1[CH:3]=[CH:4][C:5]([C:8]2[CH:9]=[N:10][CH:11]=[C:12]3[C:17]=2[N:16]=[C:15]([C:18]([N:54]2[CH2:59][CH2:58][S:57](=[O:61])(=[O:60])[CH2:56][CH2:55]2)=[O:20])[CH:14]=[CH:13]3)=[CH:6][CH:7]=1. (2) Given the reactants Br[CH:2]1[CH2:6][CH2:5][N:4]([C:7]2[CH:8]=[N:9][N:10]([C:15]3[CH:20]=[CH:19][C:18]([F:21])=[CH:17][CH:16]=3)[C:11]=2[CH:12]([CH3:14])[CH3:13])[C:3]1=[O:22].[CH3:23][C:24]1[NH:28][N:27]=[C:26]([C:29]([F:32])([F:31])[F:30])[CH:25]=1.C([O-])([O-])=O.[K+].[K+], predict the reaction product. The product is: [F:21][C:18]1[CH:19]=[CH:20][C:15]([N:10]2[C:11]([CH:12]([CH3:14])[CH3:13])=[C:7]([N:4]3[CH2:5][CH2:6][CH:2]([N:28]4[C:24]([CH3:23])=[CH:25][C:26]([C:29]([F:32])([F:31])[F:30])=[N:27]4)[C:3]3=[O:22])[CH:8]=[N:9]2)=[CH:16][CH:17]=1. (3) Given the reactants [CH3:1][C:2]1([CH3:10])[O:7][C:6](=[O:8])[CH:5]=[C:4]([CH3:9])[O:3]1.C([N-]C(C)C)(C)C.[Li+].[Cl:19]C(Cl)(Cl)C(Cl)(Cl)Cl.Cl, predict the reaction product. The product is: [Cl:19][CH2:9][C:4]1[O:3][C:2]([CH3:10])([CH3:1])[O:7][C:6](=[O:8])[CH:5]=1. (4) Given the reactants [CH:1]([NH:4][C:5]1[N:13]=[C:12]([C:14]([F:17])([F:16])[F:15])[CH:11]=[CH:10][C:6]=1[C:7]([OH:9])=O)([CH3:3])[CH3:2].CCN=C=NCCCN(C)C.C1C=CC2N(O)N=NC=2C=1.CCN(C(C)C)C(C)C.[CH3:48][C:49]([NH2:53])([C:51]#[CH:52])[CH3:50], predict the reaction product. The product is: [CH:1]([NH:4][C:5]1[N:13]=[C:12]([C:14]([F:17])([F:16])[F:15])[CH:11]=[CH:10][C:6]=1[C:7]([NH:53][C:49]([CH3:50])([C:51]#[CH:52])[CH3:48])=[O:9])([CH3:2])[CH3:3].